Dataset: Full USPTO retrosynthesis dataset with 1.9M reactions from patents (1976-2016). Task: Predict the reactants needed to synthesize the given product. Given the product [CH3:1][O:2][C:3]1[CH:8]=[CH:7][C:6]([CH2:9][C:10]([NH2:17])=[O:12])=[CH:5][CH:4]=1, predict the reactants needed to synthesize it. The reactants are: [CH3:1][O:2][C:3]1[CH:8]=[CH:7][C:6]([CH2:9][C:10]([OH:12])=O)=[CH:5][CH:4]=1.S(Cl)(Cl)=O.[NH3:17].